This data is from Catalyst prediction with 721,799 reactions and 888 catalyst types from USPTO. The task is: Predict which catalyst facilitates the given reaction. (1) Reactant: [NH2:1][C:2]1[CH:3]=[C:4]([CH:19]=[CH:20][CH:21]=1)[CH2:5][CH:6]1[CH2:11][CH2:10][N:9](C(OC(C)(C)C)=O)[CH2:8][CH2:7]1.FC(F)(F)C(O)=O. Product: [NH:9]1[CH2:10][CH2:11][CH:6]([CH2:5][C:4]2[CH:3]=[C:2]([CH:21]=[CH:20][CH:19]=2)[NH2:1])[CH2:7][CH2:8]1. The catalyst class is: 4. (2) Reactant: [CH3:1][N:2]1[CH:6]=[C:5]([C:7]2[N:12]=[C:11]([C:13]3[CH:14]=[N:15][NH:16][CH:17]=3)[N:10]3[CH:18]=[CH:19][N:20]=[C:9]3[CH:8]=2)[CH:4]=[N:3]1.CN(C=O)C.[C:26]([CH:28]=[CH:29][CH:30]1[CH2:35][CH2:34][N:33]([C:36]([O:38][C:39]([CH3:42])([CH3:41])[CH3:40])=[O:37])[CH2:32][CH2:31]1)#[N:27].C1CCN2C(=NCCC2)CC1. Product: [C:26]([CH2:28][CH:29]([CH:30]1[CH2:35][CH2:34][N:33]([C:36]([O:38][C:39]([CH3:42])([CH3:41])[CH3:40])=[O:37])[CH2:32][CH2:31]1)[N:15]1[CH:14]=[C:13]([C:11]2[N:10]3[CH:18]=[CH:19][N:20]=[C:9]3[CH:8]=[C:7]([C:5]3[CH:4]=[N:3][N:2]([CH3:1])[CH:6]=3)[N:12]=2)[CH:17]=[N:16]1)#[N:27]. The catalyst class is: 25.